Dataset: Reaction yield outcomes from USPTO patents with 853,638 reactions. Task: Predict the reaction yield, written as a fraction of the theoretical maximum amount of product (1.0 means a 100% yield; for example, 0.34 means a 34% yield). (1) The reactants are OC(C(F)(F)F)=O.[NH2:8][C@@H:9]([CH2:27][C:28]1[CH:33]=[CH:32][C:31]([O:34][CH3:35])=[CH:30][CH:29]=1)[C:10]([NH:12][C@@H:13]([CH2:20][C:21]1[CH:26]=[CH:25][CH:24]=[CH:23][CH:22]=1)[C:14]([C@@:16]1([CH3:19])[CH2:18][O:17]1)=[O:15])=[O:11].[C:36]([O:40][C:41]([NH:43][C@@H:44]([CH3:48])[C:45](O)=[O:46])=[O:42])([CH3:39])([CH3:38])[CH3:37].CN(C(ON1N=NC2C=CC=NC1=2)=[N+](C)C)C.F[P-](F)(F)(F)(F)F.CCN(C(C)C)C(C)C. The catalyst is CN(C=O)C. The product is [CH3:35][O:34][C:31]1[CH:30]=[CH:29][C:28]([CH2:27][C@H:9]([NH:8][C:45](=[O:46])[C@@H:44]([NH:43][C:41](=[O:42])[O:40][C:36]([CH3:38])([CH3:37])[CH3:39])[CH3:48])[C:10]([NH:12][C@@H:13]([CH2:20][C:21]2[CH:26]=[CH:25][CH:24]=[CH:23][CH:22]=2)[C:14]([C@@:16]2([CH3:19])[CH2:18][O:17]2)=[O:15])=[O:11])=[CH:33][CH:32]=1. The yield is 0.890. (2) The reactants are [NH:1]1[C:9]2[C:4](=[CH:5][CH:6]=[CH:7][CH:8]=2)[C:3]([CH2:10][C:11]([O:13][CH2:14][CH3:15])=[O:12])=[CH:2]1.[C:16](=O)([O:22]C(C)(C)C)[O:17][C:18]([CH3:21])([CH3:20])[CH3:19].CCN(CC)CC. The catalyst is C1COCC1.CN(C1C=CN=CC=1)C. The product is [CH2:14]([O:13][C:11](=[O:12])[CH2:10][C:3]1[C:4]2[C:9](=[CH:8][CH:7]=[CH:6][CH:5]=2)[N:1]([C:16]([O:17][C:18]([CH3:21])([CH3:20])[CH3:19])=[O:22])[CH:2]=1)[CH3:15]. The yield is 0.990. (3) The reactants are [Br:1][C:2]1[CH:7]=[C:6]([F:8])[CH:5]=[CH:4][C:3]=1[OH:9].C(=O)([O-])[O-].[K+].[K+].Br[CH2:17][C:18]([O:20][C:21]([CH3:24])([CH3:23])[CH3:22])=[O:19]. The catalyst is CN(C=O)C. The product is [C:21]([O:20][C:18](=[O:19])[CH2:17][O:9][C:3]1[CH:4]=[CH:5][C:6]([F:8])=[CH:7][C:2]=1[Br:1])([CH3:24])([CH3:23])[CH3:22]. The yield is 0.830.